The task is: Predict which catalyst facilitates the given reaction.. This data is from Catalyst prediction with 721,799 reactions and 888 catalyst types from USPTO. (1) Reactant: C(O)(C(F)(F)F)=O.[F:8][C:9]1([F:49])[O:13][C:12]2[CH:14]=[CH:15][C:16]([C:18]3([C:21]([NH:23][C:24]4[N:25]=[C:26]([C:34]5[CH:35]=[C:36]([CH:46]=[CH:47][CH:48]=5)[CH2:37][NH:38]C(=O)OC(C)(C)C)[C:27]5[C:32]([CH:33]=4)=[CH:31][CH:30]=[CH:29][CH:28]=5)=[O:22])[CH2:20][CH2:19]3)=[CH:17][C:11]=2[O:10]1. Product: [NH2:38][CH2:37][C:36]1[CH:35]=[C:34]([C:26]2[C:27]3[C:32](=[CH:31][CH:30]=[CH:29][CH:28]=3)[CH:33]=[C:24]([NH:23][C:21]([C:18]3([C:16]4[CH:15]=[CH:14][C:12]5[O:13][C:9]([F:49])([F:8])[O:10][C:11]=5[CH:17]=4)[CH2:19][CH2:20]3)=[O:22])[N:25]=2)[CH:48]=[CH:47][CH:46]=1. The catalyst class is: 797. (2) Reactant: [CH2:1]([C:8]1[C:9]([CH:18](O)[CH:19]([CH3:21])[CH3:20])=[N:10][C:11]2[C:16]([CH:17]=1)=[CH:15][CH:14]=[CH:13][CH:12]=2)[C:2]1[CH:7]=[CH:6][CH:5]=[CH:4][CH:3]=1.[C:23]1(=[O:33])[NH:27][C:26](=[O:28])[C:25]2=[CH:29][CH:30]=[CH:31][CH:32]=[C:24]12.C1(P(C2C=CC=CC=2)C2C=CC=CC=2)C=CC=CC=1.CC(OC(/N=N/C(OC(C)C)=O)=O)C. Product: [CH2:1]([C:8]1[C:9]([CH:18]([N:27]2[C:23](=[O:33])[C:24]3[C:25](=[CH:29][CH:30]=[CH:31][CH:32]=3)[C:26]2=[O:28])[CH:19]([CH3:21])[CH3:20])=[N:10][C:11]2[C:16]([CH:17]=1)=[CH:15][CH:14]=[CH:13][CH:12]=2)[C:2]1[CH:7]=[CH:6][CH:5]=[CH:4][CH:3]=1. The catalyst class is: 7.